From a dataset of Forward reaction prediction with 1.9M reactions from USPTO patents (1976-2016). Predict the product of the given reaction. (1) Given the reactants Br[C:2]1[CH:7]=[CH:6][C:5]([C:8]2[CH2:13][O:12][C:11]3[CH:14]=[C:15]([Cl:18])[CH:16]=[CH:17][C:10]=3[N:9]=2)=[CH:4][CH:3]=1.[Cl:19][C:20]1[CH:25]=[CH:24][C:23](B(O)O)=[CH:22][CH:21]=1, predict the reaction product. The product is: [Cl:18][C:15]1[CH:16]=[CH:17][C:10]2[N:9]=[C:8]([C:5]3[CH:6]=[CH:7][C:2]([C:23]4[CH:24]=[CH:25][C:20]([Cl:19])=[CH:21][CH:22]=4)=[CH:3][CH:4]=3)[CH2:13][O:12][C:11]=2[CH:14]=1. (2) Given the reactants [C:1]1(=[O:11])[NH:5][C:4](=[O:6])[C:3]2=[CH:7][CH:8]=[CH:9][CH:10]=[C:2]12.[K].[OH2:13].CN([CH:17]=[O:18])C, predict the reaction product. The product is: [OH:13][CH2:4][CH:3]1[CH2:17][O:18][CH:9]([CH2:8][N:5]2[C:1](=[O:11])[C:2]3=[CH:10][CH:9]=[CH:8][CH:7]=[C:3]3[C:4]2=[O:6])[CH2:10][CH2:2]1.